Dataset: Reaction yield outcomes from USPTO patents with 853,638 reactions. Task: Predict the reaction yield, written as a fraction of the theoretical maximum amount of product (1.0 means a 100% yield; for example, 0.34 means a 34% yield). (1) The reactants are [Br:1][C:2]1[CH:3]=[C:4]([CH:6]=[CH:7][CH:8]=1)[NH2:5].C(O[CH:12]=[C:13]([C:19]([O:21][CH2:22][CH3:23])=[O:20])[C:14]([O:16][CH2:17][CH3:18])=[O:15])C. No catalyst specified. The product is [Br:1][C:2]1[CH:3]=[C:4]([NH:5][CH:12]=[C:13]([C:14]([O:16][CH2:17][CH3:18])=[O:15])[C:19]([O:21][CH2:22][CH3:23])=[O:20])[CH:6]=[CH:7][CH:8]=1. The yield is 0.780. (2) The reactants are Br[CH2:2][C:3]1[CH:8]=[CH:7][C:6]([S:9][CH3:10])=[CH:5][CH:4]=1.[CH:11]1([C@@H:15]([NH2:17])[CH3:16])[CH2:14][CH2:13][CH2:12]1.Cl.OC1(C(=N)OCC)C2C(=C(OC)C=CC=2)CC1.CCN(C(C)C)C(C)C. The catalyst is C(Cl)Cl. The product is [CH:11]1([C@@H:15]([NH:17][CH2:2][C:3]2[CH:8]=[CH:7][C:6]([S:9][CH3:10])=[CH:5][CH:4]=2)[CH3:16])[CH2:14][CH2:13][CH2:12]1. The yield is 0.730.